From a dataset of Experimentally validated miRNA-target interactions with 360,000+ pairs, plus equal number of negative samples. Binary Classification. Given a miRNA mature sequence and a target amino acid sequence, predict their likelihood of interaction. (1) The miRNA is hsa-miR-26b-5p with sequence UUCAAGUAAUUCAGGAUAGGU. The protein sequence of the target gene is MAAEEEAAAGGKVLREENQCIAPVVSSRVSPGTRPTAMGSFSSHMTEFPRKRKGSDSDPSQSGIMTEKVVEKLSQNPLTYLLSTRIEISASSGSRVEDGEHQVKMKAFREAHSQTEKRRRDKMNNLIEELSAMIPQCNPMARKLDKLTVLRMAVQHLRSLKGLTNSYVGSNYRPSFLQDNELRHLILKTAEGFLFVVGCERGKILFVSKSVSKILNYDQASLTGQSLFDFLHPKDVAKVKEQLSSFDISPREKLIDAKTGLQVHSNLHAGRTRVYSGSRRSFFCRIKSCKISVKEEHGCL.... Result: 1 (interaction). (2) The miRNA is hsa-miR-6124 with sequence GGGAAAAGGAAGGGGGAGGA. The protein sequence of the target gene is MLSVQPDTKPKGCAGCNRKIKDRYLLKALDKYWHEDCLKCACCDCRLGEVGSTLYTKANLILCRRDYLRLFGVTGNCAACSKLIPAFEMVMRAKDNVYHLDCFACQLCNQRFCVGDKFFLKNNMILCQTDYEEGLMKEGYAPQVR. Result: 0 (no interaction). (3) The miRNA is hsa-miR-32-3p with sequence CAAUUUAGUGUGUGUGAUAUUU. The protein sequence of the target gene is MNSKGQYPTQPTYPVQPPGNPVYPQTLHLPQAPPYTDAPPAYSELYRPSFVHPGAATVPTMSAAFPGASLYLPMAQSVAVGPLGSTIPMAYYPVGPIYPPGSTVLVEGGYDAGARFGAGATAGNIPPPPPGCPPNAAQLAVMQGANVLVTQRKGNFFMGGSDGGYTIW. Result: 1 (interaction). (4) The miRNA is cel-miR-57-5p with sequence UACCCUGUAGAUCGAGCUGUGUGU. The protein sequence of the target gene is MRRAWILLTLGLVACVSAESRAELTSDKDMYLDNSSIEEASGVYPIDDDDYASASGSGADEDVESPELTTSRPLPKILLTSAAPKVETTTLNIQNKIPAQTKSPEETDKEKVHLSDSERKMDPAEEDTNVYTEKHSDSLFKRTEVLAAVIAGGVIGFLFAIFLILLLVYRMRKKDEGSYDLGERKPSSAAYQKAPTKEFYA. Result: 0 (no interaction). (5) The miRNA is mmu-miR-340-3p with sequence UCCGUCUCAGUUACUUUAUAGC. The protein sequence of the target gene is MAAPTLGRLVLTHLLVALFGMGSWAAVNGIWVELPVVVKDLPEGWSLPSYLSVVVALGNLGLLVVTLWRQLAPGKGEQVPIQVVQVLSVVGTALLAPLWHHVAPVAGQLHSVAFLTLALVLAMACCTSNVTFLPFLSHLPPPFLRSFFLGQGLSALLPCVLALVQGVGRLECPPAPTNGTSGPPLDFPERFPASTFFWALTALLVTSAAAFRGLLLLLPSLPSVTTGGSGPELQLGSPGAEEEEKEEEEALPLQEPPSQAAGTIPGPDPEAHQLFSAHGAFLLGLMAFTSAVTNGVLPSV.... Result: 0 (no interaction). (6) The miRNA is hsa-miR-2116-5p with sequence GGUUCUUAGCAUAGGAGGUCU. Result: 0 (no interaction). The protein sequence of the target gene is MERELPAAEESASSGWRRPRRRRWEGRTRTVRSNLLPPLGTEDSTIGAPKGERLLMRGCIQHLADNRLKTTKYTLLSFLPKNLFEQFHRLANVYFVFIALLNFVPAVNAFQPGLALAPVLFILAVTAIKDLWEDYSRHRSDHEINHLGCLVFSREEKKYVNRYWKEIRVGDFVRLCCNEIIPADILLLSSSDPDGLCHIETANLDGETNLKRRQVVRGFSELVSEFNPLTFTSVIECEKPNNDLSRFRGYIMHSNGEKAGLHKENLLLRGCTIRNTEAVAGIVIYAGHETKALLNNSGPR.... (7) The miRNA is mmu-miR-669m-3p with sequence AUAUACAUCCACACAAACAUAU. The protein sequence of the target gene is MSKLSQPATTPGVNGISVIHTQAHASGLQQVPQLVPAGPGGGGKAVPPSKQSKKSSPMDRNSDEYRQRRERNNMAVKKSRLKSKQKAQDTLQRVNQLKEENERLEAKIKLLTKELSVLKDLFLEHAHSLADNVQPISTETTATNSDNPGQ. Result: 0 (no interaction). (8) The miRNA is hsa-miR-100-5p with sequence AACCCGUAGAUCCGAACUUGUG. The protein sequence of the target gene is MAAGTSSYWEDLRKQARQLENELDLKLVSFSKLCTSYSHSSTRDGRRDRYSSDTTPLLNGSSQDRMFETMAIEIEQLLARLTGVNDKMAEYTNSAGVPSLNAALMHTLQRHRDILQDYTHEFHKTKANFMAIRERENLMGSVRKDIESYKSGSGVNNRRTELFLKEHDHLRNSDRLIEETISIAMATKENMTSQRGMLKSIHSKMNTLANRFPAVNSLIQRINLRKRRDSLILGGVIGICTILLLLYAFH. Result: 1 (interaction).